Dataset: Catalyst prediction with 721,799 reactions and 888 catalyst types from USPTO. Task: Predict which catalyst facilitates the given reaction. Reactant: [C:1]1([C@H:11]([NH:13][CH:14]2[CH2:17][CH:16]([C:18]([OH:20])=O)[CH2:15]2)[CH3:12])[C:10]2[C:5](=[CH:6][CH:7]=[CH:8][CH:9]=2)[CH:4]=[CH:3][CH:2]=1.[CH2:21]([NH2:23])[CH3:22]. Product: [CH2:21]([NH:23][C:18]([CH:16]1[CH2:15][CH:14]([NH:13][C@@H:11]([C:1]2[C:10]3[C:5](=[CH:6][CH:7]=[CH:8][CH:9]=3)[CH:4]=[CH:3][CH:2]=2)[CH3:12])[CH2:17]1)=[O:20])[CH3:22]. The catalyst class is: 61.